Dataset: Catalyst prediction with 721,799 reactions and 888 catalyst types from USPTO. Task: Predict which catalyst facilitates the given reaction. (1) Reactant: C(N(CC)CC)C.[NH2:8][C:9]1[C:10]([S:15][CH3:16])=[N:11][CH:12]=[CH:13][CH:14]=1.[Br:17][CH2:18][C:19](Br)=[O:20]. The catalyst class is: 20. Product: [CH3:16][S:15][C:10]1[C:9]([NH:8][C:19](=[O:20])[CH2:18][Br:17])=[CH:14][CH:13]=[CH:12][N:11]=1. (2) Reactant: [CH2:1]([C:3]1[N:7]([C:8]2[N:16]=[C:15]3[C:11]([N:12]=[CH:13][N:14]3[CH3:17])=[C:10]([N:18]3[CH2:23][CH2:22][O:21][CH2:20][CH2:19]3)[N:9]=2)[C:6]2[CH:24]=[CH:25][CH:26]=[CH:27][C:5]=2[N:4]=1)[CH3:2].CN(CCN(C)C)C.[Li]CCCC.[C:41]([O:45][C:46]([N:48]1[CH2:53][CH2:52][CH:51]([C:54](=[O:59])NCOC)[CH2:50][CH2:49]1)=[O:47])([CH3:44])([CH3:43])[CH3:42]. Product: [C:41]([O:45][C:46]([N:48]1[CH2:53][CH2:52][CH:51]([C:54]([C:13]2[N:14]([CH3:17])[C:15]3[C:11]([N:12]=2)=[C:10]([N:18]2[CH2:23][CH2:22][O:21][CH2:20][CH2:19]2)[N:9]=[C:8]([N:7]2[C:6]4[CH:24]=[CH:25][CH:26]=[CH:27][C:5]=4[N:4]=[C:3]2[CH2:1][CH3:2])[N:16]=3)=[O:59])[CH2:50][CH2:49]1)=[O:47])([CH3:44])([CH3:43])[CH3:42]. The catalyst class is: 1. (3) Product: [NH:9]1[C:13]2[CH:14]=[CH:15][CH:16]=[CH:17][C:12]=2[N:11]=[C:10]1[N:18]([CH:3]1[CH2:7][CH2:6][CH2:5][CH2:4]1)[C:19]1[C:24]([Cl:25])=[CH:23][CH:22]=[CH:21][C:20]=1[Cl:26]. The catalyst class is: 9. Reactant: [H-].[Na+].[CH:3]1(Br)[CH2:7][CH2:6][CH2:5][CH2:4]1.[NH:9]1[C:13]2[CH:14]=[CH:15][CH:16]=[CH:17][C:12]=2[N:11]=[C:10]1[NH:18][C:19]1[C:24]([Cl:25])=[CH:23][CH:22]=[CH:21][C:20]=1[Cl:26]. (4) Reactant: [NH2:1][C:2]1[CH:3]=[C:4]([CH:17]=[CH:18][C:19]=1[F:20])[CH2:5][C:6]1[C:15]2[C:10](=[CH:11][CH:12]=[CH:13][CH:14]=2)[C:9](=[O:16])[NH:8][N:7]=1.[C:21]1([CH:27]2[CH2:31][C:30](=[O:32])[O:29][C:28]2=[O:33])[CH:26]=[CH:25][CH:24]=[CH:23][CH:22]=1. Product: [F:20][C:19]1[CH:18]=[CH:17][C:4]([CH2:5][C:6]2[C:15]3[C:10](=[CH:11][CH:12]=[CH:13][CH:14]=3)[C:9](=[O:16])[NH:8][N:7]=2)=[CH:3][C:2]=1[NH:1][C:30](=[O:32])[CH2:31][CH:27]([C:21]1[CH:26]=[CH:25][CH:24]=[CH:23][CH:22]=1)[C:28]([OH:33])=[O:29]. The catalyst class is: 11. (5) Reactant: [C:1]1([O:7][CH3:8])[CH:6]=[CH:5][CH:4]=[CH:3][CH:2]=1.F[C:10](F)(F)[C:11](OC(=O)C(F)(F)F)=[O:12].C(=O)([O-])O.[Na+]. Product: [CH3:8][O:7][C:1]1[CH:6]=[CH:5][C:4]([C:11](=[O:12])[CH3:10])=[CH:3][CH:2]=1. The catalyst class is: 15. (6) Reactant: [N:1]1([C:7]2[CH:12]=[CH:11][C:10]([N+:13]([O-])=O)=[CH:9][C:8]=2[C:16]([N:18]2[CH2:23][CH2:22][N:21]([C:24]3[CH:29]=[CH:28][C:27]([C:30]([F:33])([F:32])[F:31])=[CH:26][CH:25]=3)[CH2:20][CH2:19]2)=[O:17])[CH2:6][CH2:5][O:4][CH2:3][CH2:2]1.[H][H]. Product: [NH2:13][C:10]1[CH:11]=[CH:12][C:7]([N:1]2[CH2:2][CH2:3][O:4][CH2:5][CH2:6]2)=[C:8]([C:16]([N:18]2[CH2:19][CH2:20][N:21]([C:24]3[CH:25]=[CH:26][C:27]([C:30]([F:32])([F:33])[F:31])=[CH:28][CH:29]=3)[CH2:22][CH2:23]2)=[O:17])[CH:9]=1. The catalyst class is: 19. (7) Reactant: [C:1](OC=C)(=[O:3])[CH3:2].[F:7][C:8]([F:12])=[C:9]([F:11])[F:10].[OH-].[Na+]. Product: [CH:1]([OH:3])=[CH2:2].[F:7][C:8]([F:12])=[C:9]([F:11])[F:10]. The catalyst class is: 7. (8) Reactant: [CH2:1]([C@H:4]1[O:8][C:7]([CH3:10])([CH3:9])[O:6][C@@H:5]1[C:11]([N:13]([CH2:18][C:19]1[CH:24]=[CH:23][C:22]([CH3:25])=[CH:21][C:20]=1[Br:26])[CH2:14][CH2:15][CH:16]=[CH2:17])=[O:12])C=C. Product: [Br:26][C:20]1[CH:21]=[C:22]([CH3:25])[CH:23]=[CH:24][C:19]=1[CH2:18][N:13]1[CH2:14][CH2:15][CH:16]=[CH:17][CH2:1][C@H:4]2[O:8][C:7]([CH3:10])([CH3:9])[O:6][C@@H:5]2[C:11]1=[O:12]. The catalyst class is: 4.